This data is from Forward reaction prediction with 1.9M reactions from USPTO patents (1976-2016). The task is: Predict the product of the given reaction. (1) The product is: [F:1][C:2]([F:9])([S:5]([O-:8])(=[O:7])=[O:6])[CH2:3][O:4][C:17](=[O:21])[C:18]([CH3:20])=[CH2:19].[CH2:10]([NH+:12]([CH2:15][CH3:16])[CH2:13][CH3:14])[CH3:11]. Given the reactants [F:1][C:2]([F:9])([S:5]([O-:8])(=[O:7])=[O:6])[CH2:3][OH:4].[CH2:10]([NH+:12]([CH2:15][CH3:16])[CH2:13][CH3:14])[CH3:11].[C:17](O[C:17](=[O:21])[C:18]([CH3:20])=[CH2:19])(=[O:21])[C:18]([CH3:20])=[CH2:19].C(N(CC)CC)C.C(C1C=C(C)C=C(C(C)(C)C)C=1O)C1C=C(C)C=C(C(C)(C)C)C=1O, predict the reaction product. (2) Given the reactants [C:1](O)(=[O:11])[C:2]1[CH:10]=[CH:9][C:5]([C:6]([NH2:8])=[O:7])=[CH:4][CH:3]=1.[NH:13]1[CH2:18][CH2:17][CH2:16][C@@H:15]2[C:19]3[CH:20]=[CH:21][CH:22]=[CH:23][C:24]=3[CH2:25][C@H:14]12, predict the reaction product. The product is: [N:13]1([C:1]([C:2]2[CH:10]=[CH:9][C:5]([C:6]([NH2:8])=[O:7])=[CH:4][CH:3]=2)=[O:11])[CH2:18][CH2:17][CH2:16][C@@H:15]2[C:19]3[CH:20]=[CH:21][CH:22]=[CH:23][C:24]=3[CH2:25][C@H:14]12. (3) Given the reactants [OH:1][CH:2]1[CH2:28][O:27][C:5]2=[CH:6][CH:7]=[C:8]3[C:12]([N:11]([CH2:13][C@@H:14]([NH:16]C(=O)OCC4C=CC=CC=4)[CH3:15])[N:10]=[CH:9]3)=[C:4]2[CH:3]1[O:29][CH3:30].FC(F)(F)C(O)=O, predict the reaction product. The product is: [NH2:16][C@@H:14]([CH3:15])[CH2:13][N:11]1[C:12]2[C:8](=[CH:7][CH:6]=[C:5]3[O:27][CH2:28][CH:2]([OH:1])[CH:3]([O:29][CH3:30])[C:4]3=2)[CH:9]=[N:10]1. (4) Given the reactants C(O)[C@H]1O[C@H](O[C@]2(CO)O[C@H](CO)[C@@H](O)[C@@H]2O)[C@H](O)[C@@H](O)[C@@H]1O.[CH2:24]([O:26][C:27]([CH:29]1[C:33](=[O:34])[CH2:32][N:31]([C:35]([O:37][CH2:38][C:39]2[CH:44]=[CH:43][CH:42]=[CH:41][CH:40]=2)=[O:36])[CH2:30]1)=[O:28])[CH3:25], predict the reaction product. The product is: [CH2:24]([O:26][C:27]([CH:29]1[CH:33]([OH:34])[CH2:32][N:31]([C:35]([O:37][CH2:38][C:39]2[CH:40]=[CH:41][CH:42]=[CH:43][CH:44]=2)=[O:36])[CH2:30]1)=[O:28])[CH3:25]. (5) Given the reactants Cl.[CH3:2][N:3]([CH3:32])[C:4]1([C:26]2[CH:31]=[CH:30][CH:29]=[CH:28][CH:27]=2)[CH2:9][CH2:8][CH:7]([NH:10][C:11]([NH:13][CH:14]([CH3:25])[CH2:15][C:16]2[C:24]3[C:19](=[CH:20][CH:21]=[CH:22][CH:23]=3)[NH:18][CH:17]=2)=[O:12])[CH2:6][CH2:5]1.NC(N)=O.C[Si](C)(C)[Cl:39], predict the reaction product. The product is: [ClH:39].[CH3:32][N:3]([CH3:2])[C:4]1([C:26]2[CH:31]=[CH:30][CH:29]=[CH:28][CH:27]=2)[CH2:5][CH2:6][CH:7]([NH:10][C:11]([NH:13][CH:14]([CH3:25])[CH2:15][C:16]2[C:24]3[C:19](=[CH:20][CH:21]=[CH:22][CH:23]=3)[NH:18][CH:17]=2)=[O:12])[CH2:8][CH2:9]1.[CH3:32][N:3]([CH3:2])[C:4]1([C:26]2[CH:31]=[CH:30][CH:29]=[CH:28][CH:27]=2)[CH2:5][CH2:6][CH:7]([NH:10][C:11]([NH:13][CH:14]([CH3:25])[CH2:15][C:16]2[C:24]3[C:19](=[CH:20][CH:21]=[CH:22][CH:23]=3)[NH:18][CH:17]=2)=[O:12])[CH2:8][CH2:9]1. (6) Given the reactants [C:1]([O:5][C:6]([C:8]1[C:12]([CH3:13])=[C:11]([C:14](=[O:24])[N:15](CCCC)[CH2:16]CCC)[S:10][C:9]=1[NH:25][C:26]([NH:28][CH2:29][CH2:30][CH2:31][CH2:32][CH2:33][CH2:34][CH2:35][CH3:36])=[O:27])=[O:7])([CH3:4])([CH3:3])[CH3:2].C([O:41][C:42]([C:44]1[C:48](C)=[C:47](C(=O)NCCCCCCCC)SC=1NC(NCCCCCCCC)=O)=O)(C)(C)C.[CH2:78](N[CH2:78][CH2:79][CH2:80][CH3:81])[CH2:79][CH2:80][CH3:81], predict the reaction product. The product is: [C:1]([O:5][C:6]([C:8]1[C:12]([CH3:13])=[C:11]([C:14](=[O:24])[NH:15][CH2:16][C:47]2[CH:48]=[CH:44][C:42]3[O:41][CH2:81][CH2:80][C:79]=3[CH:78]=2)[S:10][C:9]=1[NH:25][C:26]([NH:28][CH2:29][CH2:30][CH2:31][CH2:32][CH2:33][CH2:34][CH2:35][CH3:36])=[O:27])=[O:7])([CH3:2])([CH3:4])[CH3:3].